Task: Predict the product of the given reaction.. Dataset: Forward reaction prediction with 1.9M reactions from USPTO patents (1976-2016) The product is: [C:1]([N:4]1[CH2:9][CH2:8][N:7]([CH2:10][CH2:11][O:12][C:13]2[CH:22]=[C:21]3[C:16]([C:17]([NH:31][C:32]4[CH:37]=[CH:36][N:35]=[C:34]5[O:38][CH2:39][O:40][C:33]=45)=[N:18][CH:19]=[N:20]3)=[C:15]([O:24][CH:25]3[CH2:30][CH2:29][O:28][CH2:27][CH2:26]3)[CH:14]=2)[CH2:6][CH2:5]1)(=[O:3])[CH3:2]. Given the reactants [C:1]([N:4]1[CH2:9][CH2:8][N:7]([CH2:10][CH2:11][O:12][C:13]2[CH:22]=[C:21]3[C:16]([CH:17]=[N:18][C:19](Cl)=[N:20]3)=[C:15]([O:24][CH:25]3[CH2:30][CH2:29][O:28][CH2:27][CH2:26]3)[CH:14]=2)[CH2:6][CH2:5]1)(=[O:3])[CH3:2].[NH2:31][C:32]1[CH:37]=[CH:36][N:35]=[C:34]2[O:38][CH2:39][O:40][C:33]=12, predict the reaction product.